From a dataset of Experimentally validated miRNA-target interactions with 360,000+ pairs, plus equal number of negative samples. Binary Classification. Given a miRNA mature sequence and a target amino acid sequence, predict their likelihood of interaction. The miRNA is hsa-miR-4640-3p with sequence CACCCCCUGUUUCCUGGCCCAC. The protein sequence of the target gene is MPRIDADLKLDFKDVLLRPKRSSLKSRSEVDLERTFTFRNSKQTYSGIPIIVANMDTVGTFEMAVVMSQHAMFTAVHKHYSLDDWKCFAETHPECLQHVAVSSGSGQNDLERMSRILEAVPQVKFICLDVANGYSEHFVEFVKLVRSKFPEHTIMAGNVVTGEMVEELILSGADIIKVGVGPGSVCTTRTKTGVGYPQLSAVIECADSAHGLKGHIISDGGCTCPGDVAKAFGAGADFVMLGGMFSGHTECAGEVIERNGQKLKLFYGMSSDTAMKKHAGGVAEYRASEGKTVEVPYKGD.... Result: 0 (no interaction).